Dataset: Reaction yield outcomes from USPTO patents with 853,638 reactions. Task: Predict the reaction yield, written as a fraction of the theoretical maximum amount of product (1.0 means a 100% yield; for example, 0.34 means a 34% yield). The reactants are [OH:1][CH:2]1[CH2:7][CH2:6][CH:5]([O:8][C:9]2[CH:14]=[CH:13][C:12]([N:15]3[C:20](=[O:21])[C:19]([CH2:22][C:23]4[CH:28]=[CH:27][C:26]([C:29]5[CH:34]=[CH:33][CH:32]=[CH:31][C:30]=5[C:35]5[NH:39][C:38](=[O:40])[O:37][N:36]=5)=[CH:25][CH:24]=4)=[C:18]([CH2:41][CH2:42][CH3:43])[N:17]=[C:16]3[CH3:44])=[CH:11][CH:10]=2)[CH2:4][CH:3]1[CH3:45].CC(OI1(OC(C)=O)(OC(C)=O)OC(=O)C2C1=CC=CC=2)=O.C(OCC)(=O)C.S([O-])([O-])(=O)=S.[Na+].[Na+]. The catalyst is C(Cl)Cl.O. The product is [CH3:44][C:16]1[N:15]([C:12]2[CH:13]=[CH:14][C:9]([O:8][CH:5]3[CH2:6][CH2:7][C:2](=[O:1])[CH:3]([CH3:45])[CH2:4]3)=[CH:10][CH:11]=2)[C:20](=[O:21])[C:19]([CH2:22][C:23]2[CH:28]=[CH:27][C:26]([C:29]3[CH:34]=[CH:33][CH:32]=[CH:31][C:30]=3[C:35]3[NH:39][C:38](=[O:40])[O:37][N:36]=3)=[CH:25][CH:24]=2)=[C:18]([CH2:41][CH2:42][CH3:43])[N:17]=1. The yield is 0.770.